From a dataset of NCI-60 drug combinations with 297,098 pairs across 59 cell lines. Regression. Given two drug SMILES strings and cell line genomic features, predict the synergy score measuring deviation from expected non-interaction effect. (1) Drug 1: CC=C1C(=O)NC(C(=O)OC2CC(=O)NC(C(=O)NC(CSSCCC=C2)C(=O)N1)C(C)C)C(C)C. Drug 2: CCC1(CC2CC(C3=C(CCN(C2)C1)C4=CC=CC=C4N3)(C5=C(C=C6C(=C5)C78CCN9C7C(C=CC9)(C(C(C8N6C)(C(=O)OC)O)OC(=O)C)CC)OC)C(=O)OC)O.OS(=O)(=O)O. Cell line: NCI-H460. Synergy scores: CSS=16.5, Synergy_ZIP=-0.234, Synergy_Bliss=-0.0324, Synergy_Loewe=-32.8, Synergy_HSA=0.206. (2) Drug 1: CC1=C(C(=CC=C1)Cl)NC(=O)C2=CN=C(S2)NC3=CC(=NC(=N3)C)N4CCN(CC4)CCO. Drug 2: C#CCC(CC1=CN=C2C(=N1)C(=NC(=N2)N)N)C3=CC=C(C=C3)C(=O)NC(CCC(=O)O)C(=O)O. Cell line: NCI-H522. Synergy scores: CSS=67.9, Synergy_ZIP=2.40, Synergy_Bliss=-0.225, Synergy_Loewe=-18.8, Synergy_HSA=-0.0744. (3) Drug 1: C1=NC2=C(N1)C(=S)N=C(N2)N. Drug 2: B(C(CC(C)C)NC(=O)C(CC1=CC=CC=C1)NC(=O)C2=NC=CN=C2)(O)O. Cell line: CAKI-1. Synergy scores: CSS=48.1, Synergy_ZIP=1.80, Synergy_Bliss=2.22, Synergy_Loewe=5.02, Synergy_HSA=4.28. (4) Drug 1: CNC(=O)C1=CC=CC=C1SC2=CC3=C(C=C2)C(=NN3)C=CC4=CC=CC=N4. Drug 2: CC(CN1CC(=O)NC(=O)C1)N2CC(=O)NC(=O)C2. Cell line: T-47D. Synergy scores: CSS=12.4, Synergy_ZIP=-1.52, Synergy_Bliss=5.53, Synergy_Loewe=4.89, Synergy_HSA=4.86. (5) Drug 1: C1CC(=O)NC(=O)C1N2CC3=C(C2=O)C=CC=C3N. Drug 2: CC1=C(C(=O)C2=C(C1=O)N3CC4C(C3(C2COC(=O)N)OC)N4)N. Cell line: ACHN. Synergy scores: CSS=28.7, Synergy_ZIP=4.04, Synergy_Bliss=5.36, Synergy_Loewe=-7.86, Synergy_HSA=6.38. (6) Drug 1: CC1=C(N=C(N=C1N)C(CC(=O)N)NCC(C(=O)N)N)C(=O)NC(C(C2=CN=CN2)OC3C(C(C(C(O3)CO)O)O)OC4C(C(C(C(O4)CO)O)OC(=O)N)O)C(=O)NC(C)C(C(C)C(=O)NC(C(C)O)C(=O)NCCC5=NC(=CS5)C6=NC(=CS6)C(=O)NCCC[S+](C)C)O. Drug 2: CNC(=O)C1=NC=CC(=C1)OC2=CC=C(C=C2)NC(=O)NC3=CC(=C(C=C3)Cl)C(F)(F)F. Cell line: SF-268. Synergy scores: CSS=37.6, Synergy_ZIP=0.503, Synergy_Bliss=-1.02, Synergy_Loewe=-33.0, Synergy_HSA=-2.75.